Task: Regression. Given two drug SMILES strings and cell line genomic features, predict the synergy score measuring deviation from expected non-interaction effect.. Dataset: NCI-60 drug combinations with 297,098 pairs across 59 cell lines (1) Drug 1: CN1C(=O)N2C=NC(=C2N=N1)C(=O)N. Drug 2: CCC1(C2=C(COC1=O)C(=O)N3CC4=CC5=C(C=CC(=C5CN(C)C)O)N=C4C3=C2)O.Cl. Cell line: MALME-3M. Synergy scores: CSS=0.453, Synergy_ZIP=0.103, Synergy_Bliss=5.23, Synergy_Loewe=-12.8, Synergy_HSA=1.24. (2) Drug 1: C1=CC(=CC=C1CC(C(=O)O)N)N(CCCl)CCCl.Cl. Drug 2: C1CN1P(=S)(N2CC2)N3CC3. Cell line: SNB-19. Synergy scores: CSS=19.4, Synergy_ZIP=-6.49, Synergy_Bliss=1.43, Synergy_Loewe=-0.589, Synergy_HSA=-0.0640.